From a dataset of Full USPTO retrosynthesis dataset with 1.9M reactions from patents (1976-2016). Predict the reactants needed to synthesize the given product. (1) Given the product [Cl:1][C:2]1[CH:3]=[CH:4][C:5]([N:8]([C@H:13]2[C:22]3[C:17](=[CH:18][CH:19]=[CH:20][CH:21]=3)[N:16]([C:23](=[O:31])[C:24]3[CH:25]=[CH:26][C:27]([O:30][CH:37]4[CH2:41][CH2:40][CH2:39][CH2:38]4)=[CH:28][CH:29]=3)[C@@H:15]([CH3:32])[CH2:14]2)[C:9](=[O:12])[CH3:10])=[CH:6][CH:7]=1, predict the reactants needed to synthesize it. The reactants are: [Cl:1][C:2]1[CH:7]=[CH:6][C:5]([N:8]([C@H:13]2[C:22]3[C:17](=[CH:18][CH:19]=[CH:20][CH:21]=3)[N:16]([C:23](=[O:31])[C:24]3[CH:29]=[CH:28][C:27]([OH:30])=[CH:26][CH:25]=3)[C@@H:15]([CH3:32])[CH2:14]2)[C:9](=[O:12])[CH2:10]C)=[CH:4][CH:3]=1.C(N)(=O)C.[CH:37]1(Br)[CH2:41][CH2:40][CH2:39][CH2:38]1.C(=O)([O-])[O-].[K+].[K+].[I-].[K+]. (2) Given the product [CH3:22][O:21][C:15]1[CH:16]=[C:17]([O:19][CH3:20])[N:18]=[C:23]([O:26][C:2]2[C:3]([NH2:31])=[N:4][CH:5]=[CH:6][CH:7]=2)[N:14]=1, predict the reactants needed to synthesize it. The reactants are: N[C:2]1[CH:3]=[N:4][CH:5]=[CH:6][C:7]=1O.CS(C1[N:18]=[C:17]([O:19][CH3:20])[CH:16]=[C:15]([O:21][CH3:22])[N:14]=1)(=O)=O.[C:23]([O-:26])([O-])=O.[K+].[K+].O.C[N:31](C=O)C. (3) Given the product [CH2:27]([CH:29]([CH2:42][CH2:43][CH2:44][CH3:45])[CH2:30][N:31]1[C:36]([OH:37])=[C:35](/[N:23]=[N:19]/[C:18]2[CH:17]=[CH:16][C:15]([CH2:1][CH2:2][CH2:3][CH2:4][CH2:5][CH2:6][CH2:7][CH2:8][CH2:9][CH2:10][CH2:11][CH2:12][CH2:13][CH3:14])=[CH:21][CH:20]=2)[C:34]([CH3:38])=[C:33]([C:39]#[N:40])[C:32]1=[O:41])[CH3:28], predict the reactants needed to synthesize it. The reactants are: [CH2:1]([C:15]1[CH:21]=[CH:20][C:18]([NH2:19])=[CH:17][CH:16]=1)[CH2:2][CH2:3][CH2:4][CH2:5][CH2:6][CH2:7][CH2:8][CH2:9][CH2:10][CH2:11][CH2:12][CH2:13][CH3:14].O.[N:23]([O-])=O.[Na+].[CH2:27]([CH:29]([CH2:42][CH2:43][CH2:44][CH3:45])[CH2:30][N:31]1[C:36]([OH:37])=[CH:35][C:34]([CH3:38])=[C:33]([C:39]#[N:40])[C:32]1=[O:41])[CH3:28].